Dataset: Catalyst prediction with 721,799 reactions and 888 catalyst types from USPTO. Task: Predict which catalyst facilitates the given reaction. (1) The catalyst class is: 43. Product: [F:3][CH:4]([F:17])[CH:5]([C:11]1[CH:16]=[CH:15][CH:14]=[CH:13][CH:12]=1)[CH2:6][C:7]([O:9][CH3:10])=[O:8]. Reactant: [H][H].[F:3][CH:4]([F:17])/[C:5](/[C:11]1[CH:16]=[CH:15][CH:14]=[CH:13][CH:12]=1)=[CH:6]/[C:7]([O:9][CH3:10])=[O:8]. (2) Reactant: [NH:1](C(OCC1C=CC=CC=1)=O)[C@H:2]([C:10]([NH:12][C@H:13]([C:24]([N:26]1[CH2:120][CH2:119][CH2:118][C@H:27]1[C:28]([NH:30][C@H:31]([C:42]([NH:44][C@H:45]([C:56]([N:58]1[CH2:117][CH2:116][CH2:115][C@H:59]1[C:60]([NH:62][C@H:63]([C:74]([NH:76][C@H:77]([C:85]([NH:87][C@H:88]([C:96]([NH:98][C@H:99]([C:112]([NH2:114])=[O:113])[CH2:100][CH2:101][CH2:102][CH2:103][NH:104][C:105]([O:107][C:108]([CH3:111])([CH3:110])[CH3:109])=[O:106])=[O:97])[CH2:89][CH2:90][CH2:91][NH:92][C:93](=[NH:95])[NH2:94])=[O:86])[CH2:78][CH2:79][CH2:80][NH:81][C:82](=[NH:84])[NH2:83])=[O:75])[CH2:64][C:65]1[C:73]2[C:68](=[CH:69][CH:70]=[CH:71][CH:72]=2)[NH:67][CH:66]=1)=[O:61])=[O:57])[CH2:46][C:47]1[C:55]2[C:50](=[CH:51][CH:52]=[CH:53][CH:54]=2)[NH:49][CH:48]=1)=[O:43])[CH2:32][C:33]1[C:41]2[C:36](=[CH:37][CH:38]=[CH:39][CH:40]=2)[NH:35][CH:34]=1)=[O:29])=[O:25])[CH2:14][C:15]1[C:23]2[C:18](=[CH:19][CH:20]=[CH:21][CH:22]=2)[NH:17][CH:16]=1)=[O:11])[CH2:3][CH2:4][CH2:5][NH:6][C:7](=[NH:9])[NH2:8]. Product: [NH2:1][C@H:2]([C:10]([NH:12][C@H:13]([C:24]([N:26]1[CH2:120][CH2:119][CH2:118][C@H:27]1[C:28]([NH:30][C@H:31]([C:42]([NH:44][C@H:45]([C:56]([N:58]1[CH2:117][CH2:116][CH2:115][C@H:59]1[C:60]([NH:62][C@H:63]([C:74]([NH:76][C@H:77]([C:85]([NH:87][C@H:88]([C:96]([NH:98][C@H:99]([C:112]([NH2:114])=[O:113])[CH2:100][CH2:101][CH2:102][CH2:103][NH:104][C:105]([O:107][C:108]([CH3:111])([CH3:110])[CH3:109])=[O:106])=[O:97])[CH2:89][CH2:90][CH2:91][NH:92][C:93](=[NH:94])[NH2:95])=[O:86])[CH2:78][CH2:79][CH2:80][NH:81][C:82](=[NH:83])[NH2:84])=[O:75])[CH2:64][C:65]1[C:73]2[C:68](=[CH:69][CH:70]=[CH:71][CH:72]=2)[NH:67][CH:66]=1)=[O:61])=[O:57])[CH2:46][C:47]1[C:55]2[C:50](=[CH:51][CH:52]=[CH:53][CH:54]=2)[NH:49][CH:48]=1)=[O:43])[CH2:32][C:33]1[C:41]2[C:36](=[CH:37][CH:38]=[CH:39][CH:40]=2)[NH:35][CH:34]=1)=[O:29])=[O:25])[CH2:14][C:15]1[C:23]2[C:18](=[CH:19][CH:20]=[CH:21][CH:22]=2)[NH:17][CH:16]=1)=[O:11])[CH2:3][CH2:4][CH2:5][NH:6][C:7](=[NH:8])[NH2:9]. The catalyst class is: 5. (3) Reactant: S(Cl)(Cl)=O.[C:5]([C:7]1[C:8]([Cl:18])=[C:9]([CH:13]=[C:14]([F:17])[C:15]=1[Cl:16])[C:10](O)=[O:11])#[N:6].[ClH:19].S(=O)=O. Product: [C:5]([C:7]1[C:8]([Cl:18])=[C:9]([CH:13]=[C:14]([F:17])[C:15]=1[Cl:16])[C:10]([Cl:19])=[O:11])#[N:6]. The catalyst class is: 17. (4) Product: [NH3:4].[CH:1]1([N:4]([CH2:18][C:19]2[O:23][C:22]([C:24]([N:40]3[CH2:39][CH2:38][N:37]([CH2:36][CH2:35][CH2:34][N:29]4[CH2:30][CH2:31][CH2:32][CH2:33]4)[CH2:42][CH2:41]3)=[O:26])=[N:21][N:20]=2)[S:5]([C:8]2[C:13]([CH3:14])=[CH:12][C:11]([O:15][CH3:16])=[CH:10][C:9]=2[CH3:17])(=[O:7])=[O:6])[CH2:2][CH2:3]1. The catalyst class is: 26. Reactant: [CH:1]1([N:4]([CH2:18][C:19]2[O:23][C:22]([C:24]([O:26]CC)=O)=[N:21][N:20]=2)[S:5]([C:8]2[C:13]([CH3:14])=[CH:12][C:11]([O:15][CH3:16])=[CH:10][C:9]=2[CH3:17])(=[O:7])=[O:6])[CH2:3][CH2:2]1.[N:29]1([CH2:34][CH2:35][CH2:36][N:37]2[CH2:42][CH2:41][NH:40][CH2:39][CH2:38]2)[CH2:33][CH2:32][CH2:31][CH2:30]1.C[Al](C)C. (5) Reactant: O.[ClH:2].Cl.[NH:4]1[CH2:8][CH2:7][N:6]=[C:5]1[C:9]1[CH:10]=[C:11]([CH:13]=[CH:14][CH:15]=1)[NH2:12].[CH2:16]([O:18][C:19]1[CH:24]=[CH:23][C:22]([N:25]=[C:26]=[O:27])=[CH:21][CH:20]=1)[CH3:17]. Product: [ClH:2].[NH:6]1[CH2:7][CH2:8][N:4]=[C:5]1[C:9]1[CH:10]=[C:11]([NH:12][C:26]([NH:25][C:22]2[CH:23]=[CH:24][C:19]([O:18][CH2:16][CH3:17])=[CH:20][CH:21]=2)=[O:27])[CH:13]=[CH:14][CH:15]=1. The catalyst class is: 9. (6) The catalyst class is: 96. Reactant: [C:1]([O:5][C:6]([N:8]1[CH2:13][CH2:12][N:11]([CH2:14][CH2:15][N:16]2[C:24]3[C:19](=[CH:20][C:21]([O:25][C:26]4[CH:31]=[CH:30][C:29]([F:32])=[CH:28][C:27]=4[CH2:33][NH2:34])=[CH:22][CH:23]=3)[CH:18]=[N:17]2)[CH2:10][CH2:9]1)=[O:7])([CH3:4])([CH3:3])[CH3:2].[N+](C1C=CC([O:44][C:45](=O)[NH:46][C:47]2[O:51][N:50]=[C:49]([C:52]([CH3:55])([CH3:54])[CH3:53])[CH:48]=2)=CC=1)([O-])=O. Product: [C:1]([O:5][C:6]([N:8]1[CH2:9][CH2:10][N:11]([CH2:14][CH2:15][N:16]2[C:24]3[C:19](=[CH:20][C:21]([O:25][C:26]4[CH:31]=[CH:30][C:29]([F:32])=[CH:28][C:27]=4[CH2:33][NH:34][C:45]([NH:46][C:47]4[O:51][N:50]=[C:49]([C:52]([CH3:55])([CH3:54])[CH3:53])[CH:48]=4)=[O:44])=[CH:22][CH:23]=3)[CH:18]=[N:17]2)[CH2:12][CH2:13]1)=[O:7])([CH3:4])([CH3:2])[CH3:3].